This data is from Retrosynthesis with 50K atom-mapped reactions and 10 reaction types from USPTO. The task is: Predict the reactants needed to synthesize the given product. (1) Given the product CCc1ccc(-n2cc(C(=O)O)c(=O)c3cnc(SC)nc32)cc1, predict the reactants needed to synthesize it. The reactants are: CCOC(=O)c1cn(-c2ccc(CC)cc2)c2nc(SC)ncc2c1=O. (2) Given the product Cc1ccc(-n2nccn2)c(C(=O)N2CCC[C@@H](C)[C@H]2CNc2ccc(C(F)(F)F)nn2)c1, predict the reactants needed to synthesize it. The reactants are: Cc1ccc(-n2nccn2)c(C(=O)N2CCC[C@@H](C)[C@H]2CN)c1.FC(F)(F)c1ccc(Cl)nn1. (3) Given the product O=C(c1cc(Cl)cc(Cl)c1)c1ccc(Br)cn1, predict the reactants needed to synthesize it. The reactants are: Brc1ccc(Br)nc1.CON(C)C(=O)c1cc(Cl)cc(Cl)c1.